Dataset: Reaction yield outcomes from USPTO patents with 853,638 reactions. Task: Predict the reaction yield, written as a fraction of the theoretical maximum amount of product (1.0 means a 100% yield; for example, 0.34 means a 34% yield). (1) The reactants are [C:1]([C:3]1[CH:9]=[CH:8][C:6]([NH2:7])=[CH:5][CH:4]=1)#[CH:2].N1C=CC=CC=1.[CH3:16][S:17](Cl)(=[O:19])=[O:18]. The catalyst is ClCCl. The product is [C:1]([C:3]1[CH:9]=[CH:8][C:6]([NH:7][S:17]([CH3:16])(=[O:19])=[O:18])=[CH:5][CH:4]=1)#[CH:2]. The yield is 0.800. (2) The reactants are [O:1]1[CH:5]=[CH:4][CH:3]=[C:2]1[C:6]1[C:11](I)=[C:10]([S:13][CH3:14])[N:9]=[C:8]([NH2:15])[N:7]=1.[Cl:16][C:17]1[CH:18]=[C:19](B(O)O)[CH:20]=[C:21]([Cl:23])[CH:22]=1.C(=O)([O-])[O-].[Na+].[Na+]. The catalyst is O1CCOCC1.C1C=CC(P(C2C=CC=CC=2)C2C=CC=CC=2)=CC=1.C1C=CC(P(C2C=CC=CC=2)C2C=CC=CC=2)=CC=1.C1C=CC(P(C2C=CC=CC=2)C2C=CC=CC=2)=CC=1.C1C=CC(P(C2C=CC=CC=2)C2C=CC=CC=2)=CC=1.[Pd]. The product is [Cl:16][C:17]1[CH:18]=[C:19]([C:11]2[C:6]([C:2]3[O:1][CH:5]=[CH:4][CH:3]=3)=[N:7][C:8]([NH2:15])=[N:9][C:10]=2[S:13][CH3:14])[CH:20]=[C:21]([Cl:23])[CH:22]=1. The yield is 0.620. (3) The reactants are Br[C:2]1[N:10]2[C:5]([CH:6]=[N:7][C:8]([NH:11][C:12]3[CH:17]=[CH:16][C:15]([N:18]4[CH2:23][CH2:22][N:21]([CH3:24])[CH2:20][CH2:19]4)=[CH:14][CH:13]=3)=[N:9]2)=[CH:4][CH:3]=1.CC(C)([O-])C.[Na+].C(O)CO.CN(C)C=O.[C:40]1([SH:46])[CH:45]=[CH:44][CH:43]=[CH:42][CH:41]=1. The product is [CH3:24][N:21]1[CH2:22][CH2:23][N:18]([C:15]2[CH:16]=[CH:17][C:12]([NH:11][C:8]3[N:7]=[CH:6][C:5]4=[CH:4][CH:3]=[C:2]([S:46][C:40]5[CH:45]=[CH:44][CH:43]=[CH:42][CH:41]=5)[N:10]4[N:9]=3)=[CH:13][CH:14]=2)[CH2:19][CH2:20]1. The yield is 0.270. The catalyst is [Cu]I. (4) The reactants are [CH2:1]([NH:4][C:5]1[C:10](Br)=[CH:9][N:8]=[C:7]([Cl:12])[N:6]=1)[CH:2]=[CH2:3].C1(P(C2C=CC=CC=2)C2C=CC=CC=2)C=CC=CC=1.C(N(CC)CC)C. The catalyst is CN(C=O)C.C(OCC)(=O)C. The product is [Cl:12][C:7]1[N:8]=[CH:9][C:10]2[C:2]([CH3:3])=[CH:1][NH:4][C:5]=2[N:6]=1. The yield is 0.400. (5) The reactants are [C:1]1([C:7]2[NH:19][C:10]3=[C:11]4[C:16](=[CH:17][CH:18]=[C:9]3[C:8]=2[CH:20]=[O:21])[CH:15]=[N:14][CH:13]=[CH:12]4)[CH:6]=[CH:5][CH:4]=[CH:3][CH:2]=1.S(=O)(=O)([OH:24])N.P([O-])(O)(O)=O.[Na+].Cl([O-])=O.[Na+]. The catalyst is O1CCOCC1.O. The product is [C:1]1([C:7]2[NH:19][C:10]3=[C:11]4[C:16](=[CH:17][CH:18]=[C:9]3[C:8]=2[C:20]([OH:24])=[O:21])[CH:15]=[N:14][CH:13]=[CH:12]4)[CH:2]=[CH:3][CH:4]=[CH:5][CH:6]=1. The yield is 0.940. (6) The reactants are [Br:1][C:2]1[CH:3]=[C:4]2[C:8](=[CH:9][CH:10]=1)[N:7](C1CCCCO1)[N:6]=[C:5]2[C:17]1[N:22]=[C:21]([O:23][C@H:24]2[CH2:31][N:30](C(OC(C)(C)C)=O)[CH2:29][CH2:28][C:25]32[CH2:27][CH2:26]3)[CH:20]=[N:19][CH:18]=1.[ClH:39]. The catalyst is CC#N. The product is [ClH:39].[ClH:39].[CH2:27]1[C:25]2([CH2:28][CH2:29][NH:30][CH2:31][C@@H:24]2[O:23][C:21]2[N:22]=[C:17]([C:5]3[C:4]4[C:8](=[CH:9][CH:10]=[C:2]([Br:1])[CH:3]=4)[NH:7][N:6]=3)[CH:18]=[N:19][CH:20]=2)[CH2:26]1. The yield is 0.810. (7) The reactants are [CH3:1][C:2]1[CH:3]=[C:4]2[C:13](=[CH:14][C:15]=1[CH2:16][OH:17])[C:12]1[N:8]([CH:9]=[C:10]([C:18]3[N:22]([CH:23]([CH3:25])[CH3:24])[N:21]=[CH:20][N:19]=3)[N:11]=1)[CH2:7][CH2:6][O:5]2.IC1C=CC=CC=1C(O)=O. The catalyst is CCOC(C)=O. The product is [CH3:1][C:2]1[CH:3]=[C:4]2[C:13](=[CH:14][C:15]=1[CH:16]=[O:17])[C:12]1[N:8]([CH:9]=[C:10]([C:18]3[N:22]([CH:23]([CH3:25])[CH3:24])[N:21]=[CH:20][N:19]=3)[N:11]=1)[CH2:7][CH2:6][O:5]2. The yield is 0.710. (8) The reactants are C(N(CC)CC)C.[CH3:8][C@H:9]1[C:17]2[C:16]([N:18]3[CH2:23][CH2:22][N:21]([C:24]([O:26][C:27]([CH3:30])([CH3:29])[CH3:28])=[O:25])[CH2:20][CH2:19]3)=[N:15][CH:14]=[N:13][C:12]=2[C:11](=[O:31])[CH2:10]1.O[C@H]1C2N=CN=C(N3CCN(C(OC(C)(C)C)=O)CC3)C=2[C@H](C)C1. The catalyst is C(Cl)Cl. The product is [OH:31][C@@H:11]1[C:12]2[N:13]=[CH:14][N:15]=[C:16]([N:18]3[CH2:23][CH2:22][N:21]([C:24]([O:26][C:27]([CH3:30])([CH3:29])[CH3:28])=[O:25])[CH2:20][CH2:19]3)[C:17]=2[C@H:9]([CH3:8])[CH2:10]1. The yield is 0.953.